This data is from Forward reaction prediction with 1.9M reactions from USPTO patents (1976-2016). The task is: Predict the product of the given reaction. (1) Given the reactants Br[C:2]1[CH:3]=[C:4]2[C:8]3=[C:9]([CH2:11][CH2:12][N:7]3[C@H:6]3[CH2:13][CH2:14][N:15]([C:17]([O:19][C:20]([CH3:23])([CH3:22])[CH3:21])=[O:18])[CH2:16][C@@H:5]23)[CH:10]=1.[Cl:24][C:25]1[C:26]([CH3:34])=[C:27](B(O)O)[CH:28]=[CH:29][CH:30]=1, predict the reaction product. The product is: [Cl:24][C:25]1[C:26]([CH3:34])=[C:27]([C:2]2[CH:3]=[C:4]3[C:8]4=[C:9]([CH2:11][CH2:12][N:7]4[C@H:6]4[CH2:13][CH2:14][N:15]([C:17]([O:19][C:20]([CH3:21])([CH3:22])[CH3:23])=[O:18])[CH2:16][C@@H:5]34)[CH:10]=2)[CH:28]=[CH:29][CH:30]=1. (2) Given the reactants C([O:3][C:4](=[O:36])[CH2:5][CH2:6][CH2:7][NH:8][C:9]([C:11]1[C:12]([OH:35])=[C:13]2[C:18](=[CH:19][N:20]=1)[N:17]([CH2:21][C:22]1[CH:27]=[CH:26][CH:25]=[CH:24][CH:23]=1)[C:16](=[O:28])[C:15]([C:29]1[CH:34]=[CH:33][CH:32]=[CH:31][CH:30]=1)=[CH:14]2)=[O:10])C.[OH-].[Na+].C1COCC1, predict the reaction product. The product is: [CH2:21]([N:17]1[C:18]2[C:13](=[C:12]([OH:35])[C:11]([C:9]([NH:8][CH2:7][CH2:6][CH2:5][C:4]([OH:36])=[O:3])=[O:10])=[N:20][CH:19]=2)[CH:14]=[C:15]([C:29]2[CH:30]=[CH:31][CH:32]=[CH:33][CH:34]=2)[C:16]1=[O:28])[C:22]1[CH:27]=[CH:26][CH:25]=[CH:24][CH:23]=1.